Dataset: Full USPTO retrosynthesis dataset with 1.9M reactions from patents (1976-2016). Task: Predict the reactants needed to synthesize the given product. (1) Given the product [C:35]1([CH2:34][CH2:33][CH2:32][CH2:31][CH2:30][O:29][C:24]2[CH:25]=[CH:26][CH:27]=[CH:28][C:23]=2/[CH:22]=[CH:21]/[CH:11]([CH2:10][CH2:9][C:6]2[CH:7]=[CH:8][C:3]([C:1]3[NH:47][N:46]=[N:45][N:2]=3)=[CH:4][CH:5]=2)[CH2:12][CH2:13][CH2:14][CH2:15][C:16]([O:18][CH2:19][CH3:20])=[O:17])[CH:36]=[CH:37][CH:38]=[CH:39][CH:40]=1, predict the reactants needed to synthesize it. The reactants are: [C:1]([C:3]1[CH:8]=[CH:7][C:6]([CH2:9][CH2:10][CH:11](/[CH:21]=[CH:22]/[C:23]2[CH:28]=[CH:27][CH:26]=[CH:25][C:24]=2[O:29][CH2:30][CH2:31][CH2:32][CH2:33][CH2:34][C:35]2[CH:40]=[CH:39][CH:38]=[CH:37][CH:36]=2)[CH2:12][CH2:13][CH2:14][CH2:15][C:16]([O:18][CH2:19][CH3:20])=[O:17])=[CH:5][CH:4]=1)#[N:2].C[Si]([N:45]=[N+:46]=[N-:47])(C)C.C([Sn](=O)CCCC)CCC. (2) Given the product [OH:14][CH2:15][C@@H:16]([NH:17][C:18](=[O:19])[O:20][C:21]([CH3:23])([CH3:22])[CH3:24])[CH2:25][C@H:26]1[CH2:31][CH2:30][CH2:29][O:28][CH2:27]1, predict the reactants needed to synthesize it. The reactants are: CC1C=CC(S(O)(=O)=O)=CC=1.CC1(C)[N:17]([C:18]([O:20][C:21]([CH3:24])([CH3:23])[CH3:22])=[O:19])[C@@H:16]([CH2:25][C@H:26]2[CH2:31][CH2:30][CH2:29][O:28][CH2:27]2)[CH2:15][O:14]1.CC(OC(OC(OC(C)(C)C)=O)=O)(C)C. (3) Given the product [C:11]([O:15][C:16](=[O:29])[NH:17][C:18]1[CH:19]=[N:20][CH:21]=[C:22]([CH3:1])[C:23]=1[I:24])([CH3:12])([CH3:13])[CH3:14], predict the reactants needed to synthesize it. The reactants are: [CH3:1]C1C=NC=C(C=1)C(O)=O.[C:11]([O:15][C:16](=[O:29])[NH:17][C:18]1[CH:19]=[N:20][C:21](C(F)(F)F)=[CH:22][C:23]=1[I:24])([CH3:14])([CH3:13])[CH3:12].